Dataset: Full USPTO retrosynthesis dataset with 1.9M reactions from patents (1976-2016). Task: Predict the reactants needed to synthesize the given product. (1) Given the product [CH3:9][O:10][C:11]1[CH:12]=[C:13](/[C:14](=[CH:7]/[C:2]2[CH:3]=[CH:4][CH:5]=[CH:6][N:1]=2)/[C:15]#[N:16])[CH:17]=[CH:18][C:19]=1[O:20][CH3:21], predict the reactants needed to synthesize it. The reactants are: [N:1]1[CH:6]=[CH:5][CH:4]=[CH:3][C:2]=1[CH:7]=O.[CH3:9][O:10][C:11]1[CH:12]=[C:13]([CH:17]=[CH:18][C:19]=1[O:20][CH3:21])[CH2:14][C:15]#[N:16]. (2) Given the product [CH3:14][C:15]1[CH:16]=[CH:17][C:18]([N+:23]([O-:25])=[O:24])=[C:19](/[CH:20]=[C:11](\[C:8]2[CH:9]=[N:10][C:5]([CH3:4])=[CH:6][CH:7]=2)/[C:12]#[N:13])[CH:22]=1, predict the reactants needed to synthesize it. The reactants are: [Na].C[O-].[CH3:4][C:5]1[N:10]=[CH:9][C:8]([CH2:11][C:12]#[N:13])=[CH:7][CH:6]=1.[CH3:14][C:15]1[CH:16]=[CH:17][C:18]([N+:23]([O-:25])=[O:24])=[C:19]([CH:22]=1)[CH:20]=O. (3) Given the product [CH3:26][C:27]1([CH3:48])[O:32][CH2:31][CH:30]([C:33]2[CH:38]=[C:37]([C:2]3[N:11]=[C:10]([NH:12][CH2:13][C:14]4[CH:19]=[CH:18][CH:17]=[CH:16][N:15]=4)[C:9]4[C:4](=[CH:5][CH:6]=[CH:7][C:8]=4[C:20]4[CH:25]=[CH:24][CH:23]=[CH:22][CH:21]=4)[N:3]=3)[CH:36]=[N:35][CH:34]=2)[CH2:29][O:28]1, predict the reactants needed to synthesize it. The reactants are: Cl[C:2]1[N:11]=[C:10]([NH:12][CH2:13][C:14]2[CH:19]=[CH:18][CH:17]=[CH:16][N:15]=2)[C:9]2[C:4](=[CH:5][CH:6]=[CH:7][C:8]=2[C:20]2[CH:25]=[CH:24][CH:23]=[CH:22][CH:21]=2)[N:3]=1.[CH3:26][C:27]1([CH3:48])[O:32][CH2:31][CH:30]([C:33]2[CH:34]=[N:35][CH:36]=[C:37](B3OC(C)(C)C(C)(C)O3)[CH:38]=2)[CH2:29][O:28]1.C(=O)([O-])[O-].[K+].[K+]. (4) The reactants are: C[O:2][C:3]([CH2:5][N:6]1[C:15]2[C:10](=[CH:11][CH:12]=[CH:13][CH:14]=2)[CH2:9][CH:8]([CH2:16][N:17]2[CH2:22][CH2:21][C:20]3([C:30]4[C:25](=[CH:26][CH:27]=[CH:28][CH:29]=4)[CH2:24][CH2:23]3)[CH2:19][CH2:18]2)[C:7]1=[O:31])=[O:4].[OH-].[Na+].C(OCC)(=O)C. Given the product [C:3]([CH2:5][N:6]1[C:15]2[C:10](=[CH:11][CH:12]=[CH:13][CH:14]=2)[CH2:9][CH:8]([CH2:16][N:17]2[CH2:22][CH2:21][C:20]3([C:30]4[C:25](=[CH:26][CH:27]=[CH:28][CH:29]=4)[CH2:24][CH2:23]3)[CH2:19][CH2:18]2)[C:7]1=[O:31])([OH:4])=[O:2], predict the reactants needed to synthesize it. (5) Given the product [O-2:1].[In+3:2].[O-2:1].[O-2:1].[In+3:2].[O-2:1].[Sm+3:7].[O-2:1].[O-2:1].[Sm+3:7], predict the reactants needed to synthesize it. The reactants are: [O-2:1].[In+3:2].[O-2].[O-2].[In+3].[O-2].[Sm+3:7].[O-2].[O-2].[Sm+3]. (6) Given the product [C:1]([O:5][C:6]([N:8]1[CH2:9][CH2:10][CH:11]([C:14]2[C:18]([C:19]([O:21][CH3:22])=[O:20])=[CH:17][S:16][CH:15]=2)[CH2:12][CH2:13]1)=[O:7])([CH3:4])([CH3:3])[CH3:2], predict the reactants needed to synthesize it. The reactants are: [C:1]([O:5][C:6]([N:8]1[CH2:13][CH:12]=[C:11]([C:14]2[C:18]([C:19]([O:21][CH3:22])=[O:20])=[CH:17][S:16][CH:15]=2)[CH2:10][CH2:9]1)=[O:7])([CH3:4])([CH3:3])[CH3:2].CO.